Dataset: Forward reaction prediction with 1.9M reactions from USPTO patents (1976-2016). Task: Predict the product of the given reaction. (1) Given the reactants [C:1]1(B(O)O)[CH2:6][CH2:5][CH2:4][CH2:3][CH:2]=1.[NH2:10][C:11]1[CH:16]=[CH:15][C:14]([S:17]([NH:20][C:21]([CH3:24])([CH3:23])[CH3:22])(=[O:19])=[O:18])=[CH:13][C:12]=1Br, predict the reaction product. The product is: [NH2:10][C:11]1[CH:16]=[CH:15][C:14]([S:17]([NH:20][C:21]([CH3:24])([CH3:23])[CH3:22])(=[O:19])=[O:18])=[CH:13][C:12]=1[C:1]1[CH2:6][CH2:5][CH2:4][CH2:3][CH:2]=1. (2) Given the reactants [Br:1][C:2]1[CH:7]=[CH:6][C:5]([C@H:8]([N:10]2[CH2:15][CH2:14][NH:13][CH2:12][CH2:11]2)[CH3:9])=[CH:4][CH:3]=1.Cl[C:17]1[CH:18]=[CH:19][C:20]2[N:21]([C:23]([CH:26]([F:28])[F:27])=[N:24][N:25]=2)[N:22]=1, predict the reaction product. The product is: [Br:1][C:2]1[CH:7]=[CH:6][C:5]([C@H:8]([N:10]2[CH2:11][CH2:12][N:13]([C:17]3[CH:18]=[CH:19][C:20]4[N:21]([C:23]([CH:26]([F:27])[F:28])=[N:24][N:25]=4)[N:22]=3)[CH2:14][CH2:15]2)[CH3:9])=[CH:4][CH:3]=1.